From a dataset of Forward reaction prediction with 1.9M reactions from USPTO patents (1976-2016). Predict the product of the given reaction. (1) Given the reactants [CH3:1][N:2]([CH3:15])[CH2:3][CH2:4][NH:5][C:6]1[CH:11]=[CH:10][CH:9]=[CH:8][C:7]=1[N+:12]([O-])=O.O.[H][H], predict the reaction product. The product is: [CH3:1][N:2]([CH3:15])[CH2:3][CH2:4][NH:5][C:6]1[C:7]([NH2:12])=[CH:8][CH:9]=[CH:10][CH:11]=1. (2) Given the reactants [C:1]([O:5][C:6]([N:8]1[CH2:13][CH2:12][NH:11][CH2:10][CH:9]1[C:14]1[CH:19]=[CH:18][C:17]([Cl:20])=[CH:16][CH:15]=1)=[O:7])([CH3:4])([CH3:3])[CH3:2].Cl[C:22]1[N:27]([CH3:28])[C:26](=[O:29])[CH:25]=[C:24]([C:30]2[CH:35]=[CH:34][N:33]=[CH:32][CH:31]=2)[N:23]=1.C(N(CC)CC)C, predict the reaction product. The product is: [C:1]([O:5][C:6]([N:8]1[CH2:13][CH2:12][N:11]([C:22]2[N:27]([CH3:28])[C:26](=[O:29])[CH:25]=[C:24]([C:30]3[CH:31]=[CH:32][N:33]=[CH:34][CH:35]=3)[N:23]=2)[CH2:10][CH:9]1[C:14]1[CH:15]=[CH:16][C:17]([Cl:20])=[CH:18][CH:19]=1)=[O:7])([CH3:4])([CH3:2])[CH3:3].